From a dataset of Ames mutagenicity test results for genotoxicity prediction. Regression/Classification. Given a drug SMILES string, predict its toxicity properties. Task type varies by dataset: regression for continuous values (e.g., LD50, hERG inhibition percentage) or binary classification for toxic/non-toxic outcomes (e.g., AMES mutagenicity, cardiotoxicity, hepatotoxicity). Dataset: ames. (1) The molecule is CC[C@@H](O)/C=C/C=C/C=C/C=C/C=O. The result is 1 (mutagenic). (2) The molecule is COc1cc(-c2ccc(N=Nc3c(S(=O)(=O)O)cc4cc(N)ccc4c3O)c(OC)c2)ccc1N=Nc1cc(S(=O)(=O)O)c2ccccc2c1O. The result is 1 (mutagenic). (3) The drug is CCNc1cc2oc(=O)cc(C)c2cc1C. The result is 0 (non-mutagenic). (4) The molecule is CC(=O)c1c(O)c2n(c1O)C(C)(C)C1Cc3cccc4[nH]cc(c34)C21. The result is 0 (non-mutagenic). (5) The compound is OCC1OC(n2cnc3c(NO)ncnc32)C(O)C1O. The result is 1 (mutagenic). (6) The molecule is [N-]=[N+]=NC[C@@H](O)Cn1cnc2c(N)ncnc21. The result is 1 (mutagenic).